Regression. Given a peptide amino acid sequence and an MHC pseudo amino acid sequence, predict their binding affinity value. This is MHC class II binding data. From a dataset of Peptide-MHC class II binding affinity with 134,281 pairs from IEDB. (1) The peptide sequence is NSQDHGWDLNAASAY. The MHC is HLA-DQA10301-DQB10302 with pseudo-sequence HLA-DQA10301-DQB10302. The binding affinity (normalized) is 0.433. (2) The peptide sequence is GELQIVDKIDDAFKI. The MHC is DRB1_1501 with pseudo-sequence DRB1_1501. The binding affinity (normalized) is 0.451. (3) The peptide sequence is LDYLRRMTVFLQGLM. The MHC is DRB1_0401 with pseudo-sequence DRB1_0401. The binding affinity (normalized) is 0.455. (4) The peptide sequence is EHGSDEWVAMTKGEGGVWTF. The MHC is HLA-DQA10101-DQB10501 with pseudo-sequence HLA-DQA10101-DQB10501. The binding affinity (normalized) is 0. (5) The peptide sequence is PHAATIRVLALGNQE. The MHC is DRB1_0802 with pseudo-sequence DRB1_0802. The binding affinity (normalized) is 0.441.